Predict the reactants needed to synthesize the given product. From a dataset of Full USPTO retrosynthesis dataset with 1.9M reactions from patents (1976-2016). Given the product [Cl:27][C:28]1[CH:33]=[CH:32][CH:31]=[CH:30][C:29]=1[C:34]1[CH:43]=[C:42]([S:44]([N:6]2[CH2:5][CH2:4][N:3]([C:8]([O:10][CH2:11][C:12]3[CH:17]=[CH:16][CH:15]=[CH:14][CH:13]=3)=[O:9])[CH:2]([CH3:1])[CH2:7]2)(=[O:46])=[O:45])[CH:41]=[C:40]2[C:35]=1[CH2:36][N:37]([CH2:57][C:58]1[CH:59]=[CH:60][C:61]([O:64][CH3:65])=[CH:62][CH:63]=1)[C:38](=[O:56])[N:39]2[C:48]1[C:49]([Cl:55])=[CH:50][CH:51]=[CH:52][C:53]=1[Cl:54], predict the reactants needed to synthesize it. The reactants are: [CH3:1][CH:2]1[CH2:7][NH:6][CH2:5][CH2:4][N:3]1[C:8]([O:10][CH2:11][C:12]1[CH:17]=[CH:16][CH:15]=[CH:14][CH:13]=1)=[O:9].C(N(C(C)C)CC)(C)C.[Cl:27][C:28]1[CH:33]=[CH:32][CH:31]=[CH:30][C:29]=1[C:34]1[CH:43]=[C:42]([S:44](Cl)(=[O:46])=[O:45])[CH:41]=[C:40]2[C:35]=1[CH2:36][N:37]([CH2:57][C:58]1[CH:63]=[CH:62][C:61]([O:64][CH3:65])=[CH:60][CH:59]=1)[C:38](=[O:56])[N:39]2[C:48]1[C:53]([Cl:54])=[CH:52][CH:51]=[CH:50][C:49]=1[Cl:55].